Dataset: NCI-60 drug combinations with 297,098 pairs across 59 cell lines. Task: Regression. Given two drug SMILES strings and cell line genomic features, predict the synergy score measuring deviation from expected non-interaction effect. (1) Drug 1: COC1=NC(=NC2=C1N=CN2C3C(C(C(O3)CO)O)O)N. Drug 2: CN(C(=O)NC(C=O)C(C(C(CO)O)O)O)N=O. Cell line: OVCAR-8. Synergy scores: CSS=-10.7, Synergy_ZIP=6.25, Synergy_Bliss=-1.62, Synergy_Loewe=-7.51, Synergy_HSA=-10.3. (2) Drug 1: CC1=CC=C(C=C1)C2=CC(=NN2C3=CC=C(C=C3)S(=O)(=O)N)C(F)(F)F. Drug 2: CC(C)CN1C=NC2=C1C3=CC=CC=C3N=C2N. Cell line: MOLT-4. Synergy scores: CSS=2.57, Synergy_ZIP=5.69, Synergy_Bliss=2.34, Synergy_Loewe=0.128, Synergy_HSA=-0.0449. (3) Drug 1: CC1C(C(CC(O1)OC2CC(CC3=C2C(=C4C(=C3O)C(=O)C5=C(C4=O)C(=CC=C5)OC)O)(C(=O)C)O)N)O.Cl. Drug 2: C(CCl)NC(=O)N(CCCl)N=O. Cell line: UACC62. Synergy scores: CSS=14.1, Synergy_ZIP=-3.51, Synergy_Bliss=3.82, Synergy_Loewe=-4.68, Synergy_HSA=3.33. (4) Synergy scores: CSS=61.5, Synergy_ZIP=3.63, Synergy_Bliss=5.97, Synergy_Loewe=-61.4, Synergy_HSA=6.31. Cell line: HOP-62. Drug 2: C(CN)CNCCSP(=O)(O)O. Drug 1: C1=CC(=C2C(=C1NCCNCCO)C(=O)C3=C(C=CC(=C3C2=O)O)O)NCCNCCO. (5) Drug 1: CC1CCC2CC(C(=CC=CC=CC(CC(C(=O)C(C(C(=CC(C(=O)CC(OC(=O)C3CCCCN3C(=O)C(=O)C1(O2)O)C(C)CC4CCC(C(C4)OC)OCCO)C)C)O)OC)C)C)C)OC. Drug 2: CCC1(C2=C(COC1=O)C(=O)N3CC4=CC5=C(C=CC(=C5CN(C)C)O)N=C4C3=C2)O.Cl. Cell line: HT29. Synergy scores: CSS=21.6, Synergy_ZIP=-4.98, Synergy_Bliss=-3.37, Synergy_Loewe=-12.9, Synergy_HSA=-2.14. (6) Drug 1: CCN(CC)CCCC(C)NC1=C2C=C(C=CC2=NC3=C1C=CC(=C3)Cl)OC. Drug 2: CCC1(C2=C(COC1=O)C(=O)N3CC4=CC5=C(C=CC(=C5CN(C)C)O)N=C4C3=C2)O.Cl. Cell line: U251. Synergy scores: CSS=35.0, Synergy_ZIP=-5.29, Synergy_Bliss=-7.60, Synergy_Loewe=-22.5, Synergy_HSA=-5.42. (7) Drug 1: CC1=C(C=C(C=C1)C(=O)NC2=CC(=CC(=C2)C(F)(F)F)N3C=C(N=C3)C)NC4=NC=CC(=N4)C5=CN=CC=C5. Drug 2: C1=NNC2=C1C(=O)NC=N2. Cell line: EKVX. Synergy scores: CSS=0.850, Synergy_ZIP=-0.235, Synergy_Bliss=-2.45, Synergy_Loewe=-5.62, Synergy_HSA=-5.26. (8) Drug 1: CC1=C(C=C(C=C1)NC(=O)C2=CC=C(C=C2)CN3CCN(CC3)C)NC4=NC=CC(=N4)C5=CN=CC=C5. Drug 2: CS(=O)(=O)OCCCCOS(=O)(=O)C. Cell line: NCI-H522. Synergy scores: CSS=5.29, Synergy_ZIP=-2.44, Synergy_Bliss=-2.05, Synergy_Loewe=-2.87, Synergy_HSA=-2.78. (9) Cell line: SNB-75. Synergy scores: CSS=4.53, Synergy_ZIP=0.840, Synergy_Bliss=2.78, Synergy_Loewe=0.446, Synergy_HSA=-0.503. Drug 2: CC(C)NC(=O)C1=CC=C(C=C1)CNNC.Cl. Drug 1: C(CC(=O)O)C(=O)CN.Cl. (10) Drug 1: C1C(C(OC1N2C=NC(=NC2=O)N)CO)O. Drug 2: B(C(CC(C)C)NC(=O)C(CC1=CC=CC=C1)NC(=O)C2=NC=CN=C2)(O)O. Cell line: NCI-H522. Synergy scores: CSS=21.0, Synergy_ZIP=-2.09, Synergy_Bliss=-2.26, Synergy_Loewe=-3.56, Synergy_HSA=-2.47.